This data is from Full USPTO retrosynthesis dataset with 1.9M reactions from patents (1976-2016). The task is: Predict the reactants needed to synthesize the given product. (1) The reactants are: [Br:1][C:2]1[CH:7]=[CH:6][N:5]=[C:4]([CH2:8]/[C:9](/[C:12]2[CH:17]=[CH:16][C:15]([O:18][CH3:19])=[CH:14][CH:13]=2)=[N:10]/O)[CH:3]=1.C(N(CC)CC)C.FC(F)(F)C(OC(=O)C(F)(F)F)=O.[Cl-].[NH4+]. Given the product [Br:1][C:2]1[CH:7]=[CH:6][N:5]=[C:4]([CH:8]2[C:9]([C:12]3[CH:17]=[CH:16][C:15]([O:18][CH3:19])=[CH:14][CH:13]=3)=[N:10]2)[CH:3]=1, predict the reactants needed to synthesize it. (2) Given the product [CH2:11]([N:18]1[CH2:24][CH:23]([CH2:25][O:26][Si:27]([C:30]([CH3:33])([CH3:32])[CH3:31])([CH3:29])[CH3:28])[CH:22]([C:34]2[CH:39]=[CH:38][C:37]([F:40])=[C:36]([Cl:41])[CH:35]=2)[O:21][CH2:20][CH2:19]1)[C:12]1[CH:13]=[CH:14][CH:15]=[CH:16][CH:17]=1, predict the reactants needed to synthesize it. The reactants are: [Cl-].[Al+3].[Cl-].[Cl-].[H-].[Al+3].[Li+].[H-].[H-].[H-].[CH2:11]([N:18]1[CH2:24][CH:23]([CH2:25][O:26][Si:27]([C:30]([CH3:33])([CH3:32])[CH3:31])([CH3:29])[CH3:28])[CH:22]([C:34]2[CH:39]=[CH:38][C:37]([F:40])=[C:36]([Cl:41])[CH:35]=2)[O:21][CH2:20][C:19]1=O)[C:12]1[CH:17]=[CH:16][CH:15]=[CH:14][CH:13]=1.[OH-].[Na+].